From a dataset of Full USPTO retrosynthesis dataset with 1.9M reactions from patents (1976-2016). Predict the reactants needed to synthesize the given product. (1) The reactants are: Cl[CH2:2][C:3]([O:5][CH2:6][CH3:7])=[O:4].[Cl:8][C:9]1[CH:16]=[CH:15][CH:14]=[C:13]([OH:17])[C:10]=1[CH:11]=O.C(=O)([O-])[O-].[K+].[K+]. Given the product [Cl:8][C:9]1[C:10]2[CH:11]=[C:2]([C:3]([O:5][CH2:6][CH3:7])=[O:4])[O:17][C:13]=2[CH:14]=[CH:15][CH:16]=1, predict the reactants needed to synthesize it. (2) Given the product [C:1]([O:4][C@@H:5]1[C@@H:10]([O:11][C:12](=[O:14])[CH3:13])[C@H:9]([O:15][C:16](=[O:18])[CH3:17])[C@@H:8]([CH2:19][O:20][C:21](=[O:23])[CH3:22])[O:7][C@H:6]1[O:24][C:25]1[C:29]([CH2:30][C:31]2[CH:36]=[CH:35][C:34]([O:37][CH2:38][CH2:39][OH:40])=[CH:33][C:32]=2[CH3:48])=[C:28]([CH:49]([CH3:51])[CH3:50])[NH:27][N:26]=1)(=[O:3])[CH3:2], predict the reactants needed to synthesize it. The reactants are: [C:1]([O:4][C@@H:5]1[C@@H:10]([O:11][C:12](=[O:14])[CH3:13])[C@H:9]([O:15][C:16](=[O:18])[CH3:17])[C@@H:8]([CH2:19][O:20][C:21](=[O:23])[CH3:22])[O:7][C@H:6]1[O:24][C:25]1[C:29]([CH2:30][C:31]2[CH:36]=[CH:35][C:34]([O:37][CH2:38][CH2:39][O:40]CC3C=CC=CC=3)=[CH:33][C:32]=2[CH3:48])=[C:28]([CH:49]([CH3:51])[CH3:50])[NH:27][N:26]=1)(=[O:3])[CH3:2]. (3) Given the product [CH3:1][NH:2][C:3]1([C:6]([O:8][CH3:9])=[O:7])[CH2:5][CH2:4]1, predict the reactants needed to synthesize it. The reactants are: [CH3:1][N:2](C(OCC1C=CC=CC=1)=O)[C:3]1([C:6]([O:8][CH3:9])=[O:7])[CH2:5][CH2:4]1. (4) Given the product [C:11]([O:15][C:16]([N:18]1[CH2:22][C:21](=[O:23])[CH2:20][C@H:19]1[CH2:24][O:25][C:26](=[O:36])[C:27]1[CH:28]=[CH:29][C:30]([N+:33]([O-:35])=[O:34])=[CH:31][CH:32]=1)=[O:17])([CH3:14])([CH3:12])[CH3:13], predict the reactants needed to synthesize it. The reactants are: C(Cl)(=O)C(Cl)=O.CS(C)=O.[C:11]([O:15][C:16]([N:18]1[CH2:22][C@H:21]([OH:23])[CH2:20][C@H:19]1[CH2:24][O:25][C:26](=[O:36])[C:27]1[CH:32]=[CH:31][C:30]([N+:33]([O-:35])=[O:34])=[CH:29][CH:28]=1)=[O:17])([CH3:14])([CH3:13])[CH3:12].C(N(CC)C(C)C)(C)C. (5) The reactants are: [CH3:1][C:2]1[N:3]=[C:4]2[CH:12]=[CH:11][CH:10]=[C:9]3[N:5]2[C:6]=1[C:7](=[O:28])[N:8]3[CH2:13][CH2:14][CH2:15][CH2:16][N:17]1C(=O)C2=CC=CC=C2C1=O.O.NN.O. Given the product [NH2:17][CH2:16][CH2:15][CH2:14][CH2:13][N:8]1[C:9]2[N:5]3[C:4](=[N:3][C:2]([CH3:1])=[C:6]3[C:7]1=[O:28])[CH:12]=[CH:11][CH:10]=2, predict the reactants needed to synthesize it. (6) Given the product [CH2:1]=[C:8]1[CH2:11][N:10]([C:12]([O:14][C:15]([CH3:18])([CH3:17])[CH3:16])=[O:13])[CH2:9]1, predict the reactants needed to synthesize it. The reactants are: [CH3:1]C(C)([O-])C.[K+].O=[C:8]1[CH2:11][N:10]([C:12]([O:14][C:15]([CH3:18])([CH3:17])[CH3:16])=[O:13])[CH2:9]1.O.C(OCC)(=O)C. (7) Given the product [Br:1][C:2]1[N:3]=[C:4]2[C:10]([NH2:11])=[CH:9][NH:8][C:5]2=[N:6][CH:7]=1, predict the reactants needed to synthesize it. The reactants are: [Br:1][C:2]1[N:3]=[C:4]2[C:10]([N+:11]([O-])=O)=[CH:9][NH:8][C:5]2=[N:6][CH:7]=1.O.O.Cl[Sn]Cl. (8) Given the product [CH2:53]([CH:55]1[CH2:59][CH:58]([OH:60])[CH2:57][CH:56]1[C:61]([O:63][CH2:64][CH3:65])=[O:62])[CH3:54], predict the reactants needed to synthesize it. The reactants are: C1C=CC(P(C2C=CC3C(=CC=CC=3)C=2C2C3C(=CC=CC=3)C=CC=2P(C2C=CC=CC=2)C2C=CC=CC=2)C2C=CC=CC=2)=CC=1.CC([O-])(C)C.[Na+].[CH2:53]([C:55]1[CH:56]([C:61]([O:63][CH2:64][CH3:65])=[O:62])[CH2:57][C:58](=[O:60])[CH:59]=1)[CH3:54].CC(O)(C)C.C([C@@H]1C[C@H](O)C[C@@H]1C(OCC)=O)C. (9) Given the product [Cl:23][C:6]1[C:7]([C:8]([C:10]2[CH:11]=[N:12][N:13]([CH3:22])[C:14]=2[C:15]2[CH:20]=[CH:19][C:18]([CH3:21])=[CH:17][CH:16]=2)=[O:9])=[C:2]([Cl:1])[N:3]=[CH:4][N:5]=1, predict the reactants needed to synthesize it. The reactants are: [Cl:1][C:2]1[C:7]([CH:8]([C:10]2[CH:11]=[N:12][N:13]([CH3:22])[C:14]=2[C:15]2[CH:20]=[CH:19][C:18]([CH3:21])=[CH:17][CH:16]=2)[OH:9])=[C:6]([Cl:23])[N:5]=[CH:4][N:3]=1.CC(OI1(OC(C)=O)(OC(C)=O)OC(=O)C2C=CC=CC1=2)=O. (10) Given the product [C:31]([C:11]1[C:12]2[NH:13][C:14]3[C:19]([C:20]=2[C:8]([C:4]2[C:3]([CH3:34])=[C:2]([NH:1][CH2:45][C:39]4[CH:38]=[CH:37][C:36]([Cl:35])=[CH:44][C:40]=4[C:41]([OH:43])=[O:42])[CH:7]=[CH:6][CH:5]=2)=[CH:9][N:10]=1)=[CH:18][CH:17]=[C:16]([NH:21][C:22]([O:23][CH2:24][CH2:25][Si:26]([CH3:27])([CH3:28])[CH3:29])=[O:30])[CH:15]=3)(=[O:33])[NH2:32], predict the reactants needed to synthesize it. The reactants are: [NH2:1][C:2]1[C:3]([CH3:34])=[C:4]([C:8]2[C:20]3[C:19]4[C:14](=[CH:15][C:16]([NH:21][C:22](=[O:30])[O:23][CH2:24][CH2:25][Si:26]([CH3:29])([CH3:28])[CH3:27])=[CH:17][CH:18]=4)[NH:13][C:12]=3[C:11]([C:31](=[O:33])[NH2:32])=[N:10][CH:9]=2)[CH:5]=[CH:6][CH:7]=1.[Cl:35][C:36]1[CH:37]=[CH:38][C:39]([CH:45]=O)=[C:40]([CH:44]=1)[C:41]([OH:43])=[O:42].C(O)(=O)C.C(O[BH-](OC(=O)C)OC(=O)C)(=O)C.[Na+].